This data is from Catalyst prediction with 721,799 reactions and 888 catalyst types from USPTO. The task is: Predict which catalyst facilitates the given reaction. Reactant: [CH3:1][C:2]([C:12]1[CH:16]=[C:15]([NH:17][C:18](=[O:32])[C:19]([CH3:31])([S:21]([CH2:24][CH:25]2[CH2:30][CH2:29][O:28][CH2:27][CH2:26]2)(=[O:23])=[O:22])[CH3:20])[O:14][N:13]=1)([CH3:11])[CH2:3][O:4][CH:5]1[CH2:10][CH2:9][CH2:8][CH2:7][O:6]1.[CH2:33]([Li])CCC.CI. Product: [CH3:11][C:2]([C:12]1[CH:16]=[C:15]([NH:17][C:18](=[O:32])[C:19]([CH3:31])([S:21]([CH:24]([CH:25]2[CH2:30][CH2:29][O:28][CH2:27][CH2:26]2)[CH3:33])(=[O:23])=[O:22])[CH3:20])[O:14][N:13]=1)([CH3:1])[CH2:3][O:4][CH:5]1[CH2:10][CH2:9][CH2:8][CH2:7][O:6]1. The catalyst class is: 1.